Task: Predict the reactants needed to synthesize the given product.. Dataset: Full USPTO retrosynthesis dataset with 1.9M reactions from patents (1976-2016) (1) Given the product [Si:14]([O:13][CH2:12][CH2:11][CH2:10][N:1]1[CH2:5][CH2:4][NH:3][C:2]1=[O:6])([C:17]([CH3:18])([CH3:19])[CH3:20])([CH3:16])[CH3:15], predict the reactants needed to synthesize it. The reactants are: [NH:1]1[CH2:5][CH2:4][NH:3][C:2]1=[O:6].[H-].[Na+].Br[CH2:10][CH2:11][CH2:12][O:13][Si:14]([C:17]([CH3:20])([CH3:19])[CH3:18])([CH3:16])[CH3:15]. (2) The reactants are: [CH:1]([Mg]Br)=[CH2:2].[Br:5][C:6]1[CH:11]=[CH:10][CH:9]=[CH:8][C:7]=1[N+:12]([O-])=O.[Cl-].[NH4+]. Given the product [Br:5][C:6]1[CH:11]=[CH:10][CH:9]=[C:8]2[C:7]=1[NH:12][CH:2]=[CH:1]2, predict the reactants needed to synthesize it.